Dataset: Forward reaction prediction with 1.9M reactions from USPTO patents (1976-2016). Task: Predict the product of the given reaction. (1) Given the reactants [CH2:1]([O:8][C@H:9]1[C@H:14]([O:15][CH2:16][C:17]2[CH:22]=[CH:21][CH:20]=[CH:19][CH:18]=2)[C@@H:13]([O:23][CH2:24][C:25]2[CH:30]=[CH:29][CH:28]=[CH:27][CH:26]=2)[C@@:12]([C:33]2[CH:38]=[CH:37][C:36]([CH3:39])=[C:35]([CH2:40][C:41]3[S:42][C:43]([C:46]4[CH:51]=[CH:50][C:49]([F:52])=[CH:48][CH:47]=4)=[CH:44][CH:45]=3)[CH:34]=2)([O:31][CH3:32])[O:11][C@:10]1([CH2:55][OH:56])[CH:53]=[O:54])[C:2]1[CH:7]=[CH:6][CH:5]=[CH:4][CH:3]=1.[BH4-].[Na+], predict the reaction product. The product is: [CH2:1]([O:8][C@H:9]1[C@H:14]([O:15][CH2:16][C:17]2[CH:18]=[CH:19][CH:20]=[CH:21][CH:22]=2)[C@@H:13]([O:23][CH2:24][C:25]2[CH:30]=[CH:29][CH:28]=[CH:27][CH:26]=2)[C@@:12]([C:33]2[CH:38]=[CH:37][C:36]([CH3:39])=[C:35]([CH2:40][C:41]3[S:42][C:43]([C:46]4[CH:51]=[CH:50][C:49]([F:52])=[CH:48][CH:47]=4)=[CH:44][CH:45]=3)[CH:34]=2)([O:31][CH3:32])[O:11][C:10]1([CH2:53][OH:54])[CH2:55][OH:56])[C:2]1[CH:3]=[CH:4][CH:5]=[CH:6][CH:7]=1. (2) Given the reactants CCN=C=NCCCN(C)C.Cl.C1C=CC2N(O)N=NC=2C=1.O.[CH3:24][O:25][C:26]([C:28]1[CH:29]=[C:30]([CH:34]=[CH:35][CH:36]=1)[C:31]([OH:33])=O)=[O:27].[NH2:37][C@@H:38]([CH2:53][C:54]1[CH:59]=[CH:58][CH:57]=[CH:56][CH:55]=1)[C@H:39]([OH:52])[CH2:40][NH:41][CH2:42][C:43]1[CH:44]=[N:45][CH:46]=[C:47]([CH:49]([CH3:51])[CH3:50])[CH:48]=1.CCN(C(C)C)C(C)C.O1C2C=CC=CC=2C=C1CNC(=O)OC(C)(C)C, predict the reaction product. The product is: [OH:52][C@H:39]([CH2:40][NH:41][CH2:42][C:43]1[CH:44]=[N:45][CH:46]=[C:47]([CH:49]([CH3:51])[CH3:50])[CH:48]=1)[C@@H:38]([NH:37][C:31]([C:30]1[CH:29]=[C:28]([CH:36]=[CH:35][CH:34]=1)[C:26]([O:25][CH3:24])=[O:27])=[O:33])[CH2:53][C:54]1[CH:55]=[CH:56][CH:57]=[CH:58][CH:59]=1. (3) Given the reactants C(O[C:6]([NH:8][NH:9][C:10](=[O:19])[C:11]1[CH:16]=[C:15]([CH3:17])[N:14]=[C:13]([Cl:18])[CH:12]=1)=[O:7])(C)(C)C.Cl[C:21]1C=C(C=C(C)N=1)C(O)=O.N(C(OC(C)(C)C)=O)N.CN(C(ON1N=NC2C=CC=CC1=2)=[N+](C)C)C.[B-](F)(F)(F)F.CCN(C(C)C)C(C)C, predict the reaction product. The product is: [Cl:18][C:13]1[CH:12]=[C:11]([C:10]2[O:19][C:6](=[O:7])[N:8]([CH3:21])[N:9]=2)[CH:16]=[C:15]([CH3:17])[N:14]=1. (4) The product is: [CH:1]1([C:4]2[N:9]3[N:10]=[CH:11][C:12]([I:31])=[C:8]3[CH:7]=[C:6]([C:16]3[CH:21]=[CH:20][C:19]([C:22]([F:25])([F:24])[F:23])=[CH:18][CH:17]=3)[CH:5]=2)[CH2:3][CH2:2]1. Given the reactants [CH:1]1([C:4]2[N:9]3[N:10]=[CH:11][C:12](C(O)=O)=[C:8]3[CH:7]=[C:6]([C:16]3[CH:21]=[CH:20][C:19]([C:22]([F:25])([F:24])[F:23])=[CH:18][CH:17]=3)[CH:5]=2)[CH2:3][CH2:2]1.CC([O-])=O.[Na+].[I:31]Cl.O, predict the reaction product.